The task is: Predict which catalyst facilitates the given reaction.. This data is from Catalyst prediction with 721,799 reactions and 888 catalyst types from USPTO. (1) Reactant: [OH-].[K+].CCO.[F:6][C:7]1[CH:12]=[CH:11][C:10]([CH:13]2[C:22]3[N:21]=[CH:20][CH:19]=[CH:18][C:17]=3[CH2:16][CH2:15][N:14]2C(OCC)=O)=[CH:9][CH:8]=1. Product: [F:6][C:7]1[CH:12]=[CH:11][C:10]([CH:13]2[C:22]3[N:21]=[CH:20][CH:19]=[CH:18][C:17]=3[CH2:16][CH2:15][NH:14]2)=[CH:9][CH:8]=1. The catalyst class is: 6. (2) Reactant: [C:1]([O:5][C:6]([N:8]1[CH2:15][CH2:14][C:13]2([CH3:19])[C:16]([CH3:18])([CH3:17])[CH:9]1[CH2:10][C:11]1[CH:23]=[C:22]([OH:24])[C:21]([OH:25])=[CH:20][C:12]=12)=[O:7])([CH3:4])([CH3:3])[CH3:2].[C:26]([O-])([O-])=O.[K+].[K+].ICI.O. Product: [C:1]([O:5][C:6]([N:8]1[CH2:15][CH2:14][C:13]2([CH3:19])[C:16]([CH3:17])([CH3:18])[CH:9]1[CH2:10][C:11]1[CH:23]=[C:22]3[O:24][CH2:26][O:25][C:21]3=[CH:20][C:12]=12)=[O:7])([CH3:2])([CH3:3])[CH3:4]. The catalyst class is: 9.